Task: Predict the reaction yield, written as a fraction of the theoretical maximum amount of product (1.0 means a 100% yield; for example, 0.34 means a 34% yield).. Dataset: Reaction yield outcomes from USPTO patents with 853,638 reactions The reactants are [CH2:1]([O:3][C@@H:4]1[CH2:8][N:7]([C:9](=[O:19])[C@H:10]([CH:16]([CH3:18])[CH3:17])[NH:11][C:12]([O:14][CH3:15])=[O:13])[C@H:6]([C:20]2[NH:24][C:23]3[C:25]4[C:30]([CH:31]=[CH:32][C:22]=3[N:21]=2)=[CH:29][C:28]2[C:33]3[C:38]([CH2:39][O:40][C:27]=2[CH:26]=4)=[CH:37][C:36]([C:41]2[NH:45][C:44]([C@@H:46]4[CH2:50][CH2:49][CH2:48][N:47]4C(OC(C)(C)C)=O)=[N:43][CH:42]=2)=[CH:35][CH:34]=3)[CH2:5]1)[CH3:2].Cl.[CH3:59][O:60][C:61]([NH:63][C@@H:64]([CH:68]([CH3:70])[CH3:69])[C:65](O)=[O:66])=[O:62].CN(C(ON1N=NC2C=CC=NC1=2)=[N+](C)C)C.F[P-](F)(F)(F)(F)F.CCN(C(C)C)C(C)C. The catalyst is C(Cl)Cl.CO.CN(C=O)C.[Li+].[OH-]. The product is [CH2:1]([O:3][C@@H:4]1[CH2:8][N:7]([C:9](=[O:19])[C@@H:10]([NH:11][C:12]([O:14][CH3:15])=[O:13])[CH:16]([CH3:18])[CH3:17])[C@H:6]([C:20]2[NH:24][C:23]3[C:25]4[C:30]([CH:31]=[CH:32][C:22]=3[N:21]=2)=[CH:29][C:28]2[C:33]3[C:38]([CH2:39][O:40][C:27]=2[CH:26]=4)=[CH:37][C:36]([C:41]2[NH:45][C:44]([C@@H:46]4[CH2:50][CH2:49][CH2:48][N:47]4[C:65](=[O:66])[C@@H:64]([NH:63][C:61](=[O:62])[O:60][CH3:59])[CH:68]([CH3:70])[CH3:69])=[N:43][CH:42]=2)=[CH:35][CH:34]=3)[CH2:5]1)[CH3:2]. The yield is 0.170.